Dataset: Full USPTO retrosynthesis dataset with 1.9M reactions from patents (1976-2016). Task: Predict the reactants needed to synthesize the given product. The reactants are: Br[C:2]1[CH:3]=[C:4]2[C:9](=[C:10]([F:12])[CH:11]=1)[C:8](=[O:13])[N:7]([C:14]([O:16][C:17]([CH3:20])([CH3:19])[CH3:18])=[O:15])[CH2:6][CH2:5]2.[B:21]1([B:21]2[O:25][C:24]([CH3:27])([CH3:26])[C:23]([CH3:29])([CH3:28])[O:22]2)[O:25][C:24]([CH3:27])([CH3:26])[C:23]([CH3:29])([CH3:28])[O:22]1.CC([O-])=O.[K+]. Given the product [F:12][C:10]1[CH:11]=[C:2]([B:21]2[O:25][C:24]([CH3:27])([CH3:26])[C:23]([CH3:29])([CH3:28])[O:22]2)[CH:3]=[C:4]2[C:9]=1[C:8](=[O:13])[N:7]([C:14]([O:16][C:17]([CH3:20])([CH3:19])[CH3:18])=[O:15])[CH2:6][CH2:5]2, predict the reactants needed to synthesize it.